This data is from Catalyst prediction with 721,799 reactions and 888 catalyst types from USPTO. The task is: Predict which catalyst facilitates the given reaction. (1) Reactant: Cl[C:2]1[NH:7][C:6](=[O:8])[N:5]([CH2:9][CH2:10][CH2:11][CH3:12])[C:4](=[O:13])[CH:3]=1.[NH2:14][C:15]1[CH:20]=[CH:19][C:18](CCO)=[CH:17][CH:16]=1.C(N(C(C)C)C(C)C)C.[C:33](O)(=[O:35])[CH3:34]. Product: [CH2:9]([N:5]1[C:4](=[O:13])[CH:3]=[C:2]([C:18]2[CH:17]=[CH:16][C:15]([NH:14][CH2:34][CH2:33][OH:35])=[CH:20][CH:19]=2)[NH:7][C:6]1=[O:8])[CH2:10][CH2:11][CH3:12]. The catalyst class is: 6. (2) Reactant: [F:1][C:2]1[C:3]([NH:28][C@H:29]([C:37]([CH3:40])([CH3:39])[CH3:38])/[CH:30]=[CH:31]/[C:32]([O:34]CC)=[O:33])=[N:4][C:5]([C:8]2[C:16]3[C:11](=[N:12][CH:13]=[C:14]([F:17])[CH:15]=3)[N:10](S(C3C=CC(C)=CC=3)(=O)=O)[CH:9]=2)=[N:6][CH:7]=1.[Li+].[OH-].Cl. Product: [F:1][C:2]1[C:3]([NH:28][C@@H:29]([C:37]([CH3:40])([CH3:39])[CH3:38])/[CH:30]=[CH:31]/[C:32]([OH:34])=[O:33])=[N:4][C:5]([C:8]2[C:16]3[C:11](=[N:12][CH:13]=[C:14]([F:17])[CH:15]=3)[NH:10][CH:9]=2)=[N:6][CH:7]=1. The catalyst class is: 12. (3) The catalyst class is: 8. Product: [CH3:12][C:4]1[C:3]([C:13]2[CH:18]=[CH:17][CH:16]=[CH:15][CH:14]=2)=[N:2][O:11][C:5]=1[C:6]([O:8][CH2:9][CH3:10])=[O:7]. Reactant: O[N:2]=[C:3]([C:13]1[CH:18]=[CH:17][CH:16]=[CH:15][CH:14]=1)[CH:4]([CH3:12])[C:5](=[O:11])[C:6]([O:8][CH2:9][CH3:10])=[O:7].S(=O)(=O)(O)O.C(=O)(O)[O-].[Na+].